From a dataset of Forward reaction prediction with 1.9M reactions from USPTO patents (1976-2016). Predict the product of the given reaction. (1) Given the reactants [CH3:1][O:2][C:3]1[CH:4]=[C:5]([CH:9]([CH:13]2[CH2:18][CH2:17][N:16]([C:19]3[CH:24]=[CH:23][CH:22]=[CH:21][C:20]=3[O:25][CH3:26])[CH2:15][CH2:14]2)[C:10](O)=[O:11])[CH:6]=[CH:7][CH:8]=1.C(Cl)(=O)C(Cl)=O.[S:33](=[O:49])(=[O:48])([O:35][C:36]1[C:41]([CH:42]([CH3:44])[CH3:43])=[CH:40][CH:39]=[CH:38][C:37]=1[CH:45]([CH3:47])[CH3:46])[NH2:34].C(N(CC)CC)C, predict the reaction product. The product is: [CH3:1][O:2][C:3]1[CH:4]=[C:5]([CH:9]([CH:13]2[CH2:18][CH2:17][N:16]([C:19]3[CH:24]=[CH:23][CH:22]=[CH:21][C:20]=3[O:25][CH3:26])[CH2:15][CH2:14]2)[C:10]([NH:34][S:33](=[O:48])(=[O:49])[O:35][C:36]2[C:41]([CH:42]([CH3:43])[CH3:44])=[CH:40][CH:39]=[CH:38][C:37]=2[CH:45]([CH3:47])[CH3:46])=[O:11])[CH:6]=[CH:7][CH:8]=1. (2) Given the reactants [NH2:1][C:2]1[CH:3]=[N:4][CH:5]=[CH:6][C:7]=1[C@H:8]1[CH2:13][C@@H:12]([N:14]2[C:22](=[O:23])[C:21]3[C:16](=[CH:17][CH:18]=[CH:19][CH:20]=3)[C:15]2=[O:24])[CH2:11][C:10]([CH3:26])([CH3:25])[CH2:9]1.[Br:27][C:28]1[N:33]=[C:32]([C:34](O)=[O:35])[CH:31]=[CH:30][C:29]=1[F:37], predict the reaction product. The product is: [Br:27][C:28]1[N:33]=[C:32]([C:34]([NH:1][C:2]2[CH:3]=[N:4][CH:5]=[CH:6][C:7]=2[C@H:8]2[CH2:13][C@@H:12]([N:14]3[C:15](=[O:24])[C:16]4[C:21](=[CH:20][CH:19]=[CH:18][CH:17]=4)[C:22]3=[O:23])[CH2:11][C:10]([CH3:26])([CH3:25])[CH2:9]2)=[O:35])[CH:31]=[CH:30][C:29]=1[F:37].